This data is from Peptide-MHC class II binding affinity with 134,281 pairs from IEDB. The task is: Regression. Given a peptide amino acid sequence and an MHC pseudo amino acid sequence, predict their binding affinity value. This is MHC class II binding data. The peptide sequence is EAAFNKAIKESTGGA. The MHC is DRB4_0101 with pseudo-sequence DRB4_0103. The binding affinity (normalized) is 0.199.